From a dataset of Forward reaction prediction with 1.9M reactions from USPTO patents (1976-2016). Predict the product of the given reaction. (1) Given the reactants [C:1]([O:12]C)(=[O:11])[CH:2]=[CH:3][CH:4]=[CH:5][CH:6]=[CH:7][CH2:8][CH2:9][CH3:10].[OH-].[K+].Cl, predict the reaction product. The product is: [C:1]([OH:12])(=[O:11])[CH:2]=[CH:3][CH:4]=[CH:5][CH:6]=[CH:7][CH2:8][CH2:9][CH3:10].[C:5]1([CH3:4])[CH:6]=[CH:7][CH:8]=[CH:9][CH:10]=1. (2) Given the reactants Cl[C:2]1[N:7]=[CH:6][C:5](/[CH:8]=[CH:9]/[C:10]2[CH:11]=[C:12]([CH:17]=[C:18]([O:21][CH3:22])[C:19]=2[F:20])[C:13]([O:15][CH3:16])=[O:14])=[CH:4][N:3]=1.[CH2:23]([N:25]1[CH:29]=[C:28]([NH2:30])[CH:27]=[N:26]1)[CH3:24].C1(C)C=CC(S(O)(=O)=O)=CC=1, predict the reaction product. The product is: [CH2:23]([N:25]1[CH:29]=[C:28]([NH:30][C:2]2[N:7]=[CH:6][C:5](/[CH:8]=[CH:9]/[C:10]3[CH:11]=[C:12]([CH:17]=[C:18]([O:21][CH3:22])[C:19]=3[F:20])[C:13]([O:15][CH3:16])=[O:14])=[CH:4][N:3]=2)[CH:27]=[N:26]1)[CH3:24]. (3) Given the reactants CS(OC[C@@H:7]1[O:12][C:11]2[CH:13]=[CH:14][C:15]([O:17][CH2:18][C:19]3[CH:24]=[CH:23][CH:22]=[CH:21]C=3)=[CH:16][C:10]=2[O:9][CH2:8]1)(=O)=O.N1CCC(CCN2CCOC2=O)C[CH2:26]1.[CH2:39]([C@H:46]1[CH2:50][O:49][C:48](=[O:51])[N:47]1[CH2:52][CH2:53][CH:54]1[CH2:59][CH2:58][NH:57][CH2:56][CH2:55]1)[C:40]1[CH:45]=[CH:44][CH:43]=[CH:42][CH:41]=1, predict the reaction product. The product is: [CH2:39]([C@H:46]1[CH2:50][O:49][C:48](=[O:51])[N:47]1[CH2:52][CH2:53][CH:54]1[CH2:59][CH2:58][N:57]([CH2:26][C@@H:8]2[O:9][C:10]3[CH:16]=[C:15]([O:17][C:18]4[CH:19]=[CH:24][CH:23]=[CH:22][CH:21]=4)[CH:14]=[CH:13][C:11]=3[O:12][CH2:7]2)[CH2:56][CH2:55]1)[C:40]1[CH:41]=[CH:42][CH:43]=[CH:44][CH:45]=1. (4) Given the reactants [F:1][C:2]([F:18])([F:17])[C:3]1[CH:4]=[C:5]([N:9]2[CH:14]=[CH:13][C:12](=[O:15])[NH:11][C:10]2=[O:16])[CH:6]=[CH:7][CH:8]=1.[I:19]I.[N+]([O-])([O-])=O.[NH4+].[Ce], predict the reaction product. The product is: [I:19][C:13]1[C:12](=[O:15])[NH:11][C:10](=[O:16])[N:9]([C:5]2[CH:6]=[CH:7][CH:8]=[C:3]([C:2]([F:1])([F:17])[F:18])[CH:4]=2)[CH:14]=1. (5) Given the reactants [Cl:1][C:2]1[CH:7]=[C:6]([CH3:8])[CH:5]=[CH:4][C:3]=1[NH:9][C:10](=[O:38])[CH2:11][C@@H:12]([C:24]1[C:28]2[CH2:29][CH2:30][CH2:31][CH:32]([CH2:33][CH2:34][CH:35]([CH3:37])[CH3:36])[C:27]=2[O:26][N:25]=1)[CH2:13][CH2:14][CH2:15][O:16]CC1C=CC=CC=1.ClCCl.B(Br)(Br)Br.C(=O)([O-])O.[Na+], predict the reaction product. The product is: [Cl:1][C:2]1[CH:7]=[C:6]([CH3:8])[CH:5]=[CH:4][C:3]=1[NH:9][C:10](=[O:38])[CH2:11][C@@H:12]([C:24]1[C:28]2[CH2:29][CH2:30][CH2:31][CH:32]([CH2:33][CH2:34][CH:35]([CH3:36])[CH3:37])[C:27]=2[O:26][N:25]=1)[CH2:13][CH2:14][CH2:15][OH:16]. (6) The product is: [CH3:28][C:2]1[CH:3]=[C:4]([NH:14][C:15]2[N:20]=[C:19]([C:21]3[CH:26]=[CH:25][CH:24]=[CH:23][N:22]=3)[CH:18]=[CH:17][N:16]=2)[CH:5]=[C:6]2[C:10]=1[NH:9][C:8]([C:11]([OH:13])=[O:12])=[CH:7]2. Given the reactants Cl[C:2]1[CH:3]=[C:4]([NH:14][C:15]2[N:20]=[C:19]([C:21]3[CH:26]=[CH:25][CH:24]=[CH:23][N:22]=3)[CH:18]=[CH:17][N:16]=2)[CH:5]=[C:6]2[C:10]=1[NH:9][C:8]([C:11]([OH:13])=[O:12])=[CH:7]2.N1C=CC=C[C:28]=1C1C=CN=C(NC2C=CC3OC(C(O)=O)=CC=3C=2)N=1, predict the reaction product. (7) Given the reactants [OH:1][NH:2][C:3](=[NH:32])[C:4]1[CH:9]=[CH:8][C:7]([S:10]([N:13]2[C:21]3[C:16](=[CH:17][C:18]([C:22]4[CH:23]=[N:24][C:25]([C:28]([F:31])([F:30])[F:29])=[CH:26][CH:27]=4)=[CH:19][CH:20]=3)[CH2:15][CH2:14]2)(=[O:12])=[O:11])=[CH:6][CH:5]=1.N1C=CC=CC=1.[C:39]1([O:45]C(Cl)=O)C=CC=CC=1.N12CCCN=C1CCCCC2, predict the reaction product. The product is: [F:29][C:28]([F:31])([F:30])[C:25]1[N:24]=[CH:23][C:22]([C:18]2[CH:17]=[C:16]3[C:21](=[CH:20][CH:19]=2)[N:13]([S:10]([C:7]2[CH:6]=[CH:5][C:4]([C:3]4[NH:32][C:39](=[O:45])[O:1][N:2]=4)=[CH:9][CH:8]=2)(=[O:11])=[O:12])[CH2:14][CH2:15]3)=[CH:27][CH:26]=1. (8) Given the reactants [CH2:1]([N:8]1[C:12]2[N:13]=[C:14](F)[N:15]=[C:16]([NH:17][C:18]3[C:23]([CH3:24])=[CH:22][C:21]([CH3:25])=[CH:20][C:19]=3[CH3:26])[C:11]=2[CH:10]=[CH:9]1)[C:2]1[CH:7]=[CH:6][CH:5]=[CH:4][CH:3]=1.[NH2:28][C:29]1[CH:36]=[CH:35][C:32]([C:33]#[N:34])=[CH:31][CH:30]=1.FC(F)(F)C(O)=O, predict the reaction product. The product is: [CH2:1]([N:8]1[C:12]2[N:13]=[C:14]([NH:28][C:29]3[CH:36]=[CH:35][C:32]([C:33]#[N:34])=[CH:31][CH:30]=3)[N:15]=[C:16]([NH:17][C:18]3[C:23]([CH3:24])=[CH:22][C:21]([CH3:25])=[CH:20][C:19]=3[CH3:26])[C:11]=2[CH:10]=[CH:9]1)[C:2]1[CH:7]=[CH:6][CH:5]=[CH:4][CH:3]=1.